From a dataset of Catalyst prediction with 721,799 reactions and 888 catalyst types from USPTO. Predict which catalyst facilitates the given reaction. Reactant: [NH:1]([C:8]1[CH:13]=[CH:12][CH:11]=[CH:10][C:9]=1[NH:14][CH2:15][C:16]([O:18][C:19]([CH3:22])([CH3:21])[CH3:20])=[O:17])[C:2]1[CH:7]=[CH:6][CH:5]=[CH:4][CH:3]=1.[C:23](Cl)(=[O:28])[CH2:24][C:25](Cl)=[O:26]. Product: [O:26]=[C:25]1[N:14]([CH2:15][C:16]([O:18][C:19]([CH3:22])([CH3:21])[CH3:20])=[O:17])[C:9]2[CH:10]=[CH:11][CH:12]=[CH:13][C:8]=2[N:1]([C:2]2[CH:3]=[CH:4][CH:5]=[CH:6][CH:7]=2)[C:23](=[O:28])[CH2:24]1. The catalyst class is: 1.